Dataset: Forward reaction prediction with 1.9M reactions from USPTO patents (1976-2016). Task: Predict the product of the given reaction. (1) Given the reactants [C:1]([O:5][C:6]([N:8]1[CH2:17][C@:16]([C:19]2[CH:24]=[C:23]([F:25])[CH:22]=[C:21]([F:26])[CH:20]=2)([CH3:18])[N:15]([CH2:27][C:28]([OH:30])=[O:29])[C:14](=[O:31])[C:9]21[CH2:13][CH2:12][CH2:11][CH2:10]2)=[O:7])([CH3:4])([CH3:3])[CH3:2].FC(F)(F)C(O[C:37]1[C:42]([F:43])=[C:41]([F:44])[C:40]([F:45])=[C:39]([F:46])[C:38]=1[F:47])=O, predict the reaction product. The product is: [F:25][C:23]1[CH:24]=[C:19]([C@@:16]2([CH3:18])[N:15]([CH2:27][C:28](=[O:30])[O:29][C:37]3[C:38]([F:47])=[C:39]([F:46])[C:40]([F:45])=[C:41]([F:44])[C:42]=3[F:43])[C:14](=[O:31])[C:9]3([CH2:10][CH2:11][CH2:12][CH2:13]3)[N:8]([C:6]([O:5][C:1]([CH3:2])([CH3:3])[CH3:4])=[O:7])[CH2:17]2)[CH:20]=[C:21]([F:26])[CH:22]=1. (2) Given the reactants [CH3:1][Si:2]([CH3:20])([CH3:19])[N:3]1[CH2:7][C@H:6]([C:8](OC)=[O:9])[CH2:5][C@@H:4]1[C:12]([O:14][C:15]([CH3:18])([CH3:17])[CH3:16])=[O:13].[Al], predict the reaction product. The product is: [CH3:1][Si:2]([CH3:19])([CH3:20])[N:3]1[CH2:7][C@H:6]([CH2:8][OH:9])[CH2:5][C@@H:4]1[C:12]([O:14][C:15]([CH3:16])([CH3:17])[CH3:18])=[O:13]. (3) Given the reactants [Br:1][C:2]1[CH:7]=[CH:6][C:5](I)=[CH:4][CH:3]=1.[CH:9]([Mg]Cl)([CH3:11])[CH3:10].[CH3:14][N:15]([CH3:28])[C:16]1(C#N)[CH2:25][CH2:24][C:19]2([O:23]CCO2)[CH2:18][CH2:17]1.[Cl-].[NH4+], predict the reaction product. The product is: [Br:1][C:2]1[CH:7]=[CH:6][C:5]([C:16]2([N:15]([CH3:14])[CH3:28])[CH2:17][CH2:18][C:19]([CH2:10][CH2:9][C:11]3[CH:6]=[CH:7][CH:2]=[CH:3][CH:4]=3)([OH:23])[CH2:24][CH2:25]2)=[CH:4][CH:3]=1. (4) The product is: [CH3:30][C:16]1[N:17]=[C:18]([C:20]2[CH:21]=[CH:22][C:23]([C:26]([F:29])([F:28])[F:27])=[CH:24][CH:25]=2)[S:19][C:15]=1[CH2:14][O:1][C:2]1[CH:11]=[C:10]2[C:5]([CH2:6][CH2:7][C:8](=[O:12])[NH:9]2)=[CH:4][CH:3]=1. Given the reactants [OH:1][C:2]1[CH:11]=[C:10]2[C:5]([CH2:6][CH2:7][C:8](=[O:12])[NH:9]2)=[CH:4][CH:3]=1.Cl[CH2:14][C:15]1[S:19][C:18]([C:20]2[CH:25]=[CH:24][C:23]([C:26]([F:29])([F:28])[F:27])=[CH:22][CH:21]=2)=[N:17][C:16]=1[CH3:30].C([O-])([O-])=O.[Cs+].[Cs+], predict the reaction product. (5) The product is: [Cl:10][C:11]1[CH:16]=[CH:15][C:14]([C:7]2[C:5]([NH2:6])=[CH:4][CH:3]=[C:2]([Cl:1])[CH:8]=2)=[CH:13][CH:12]=1. Given the reactants [Cl:1][C:2]1[CH:8]=[CH:7][C:5]([NH2:6])=[CH:4][CH:3]=1.[Cl-].[Cl:10][C:11]1[CH:16]=[CH:15][C:14]([N+]#N)=[CH:13][CH:12]=1, predict the reaction product. (6) Given the reactants [OH:1][CH2:2][CH2:3][N:4]([C@@H:12]1[C@@H:16]([C:17]2[CH:22]=[CH:21][CH:20]=[CH:19][CH:18]=2)[CH2:15][N:14]([S:23]([C:26]2[N:27]=[CH:28][N:29]([CH3:31])[CH:30]=2)(=[O:25])=[O:24])[CH2:13]1)[C:5](=[O:11])[O:6][C:7]([CH3:10])([CH3:9])[CH3:8].[CH2:32](Br)[CH:33]=[CH2:34].[H-].[Na+], predict the reaction product. The product is: [CH2:34]([O:1][CH2:2][CH2:3][N:4]([C@@H:12]1[C@@H:16]([C:17]2[CH:22]=[CH:21][CH:20]=[CH:19][CH:18]=2)[CH2:15][N:14]([S:23]([C:26]2[N:27]=[CH:28][N:29]([CH3:31])[CH:30]=2)(=[O:25])=[O:24])[CH2:13]1)[C:5](=[O:11])[O:6][C:7]([CH3:10])([CH3:9])[CH3:8])[CH:33]=[CH2:32]. (7) Given the reactants [CH3:1][O:2][C:3]1[CH:4]=[N:5][C:6]2[C:11]([CH:12]=1)=[CH:10][C:9]([CH2:13][C:14](O)=O)=[CH:8][CH:7]=2.[Cl:17][C:18]1[CH:19]=[C:20]([F:26])[C:21]([NH:24][NH2:25])=[N:22][CH:23]=1.C1(P(C2C=CC=CC=2)C2C=CC=CC=2)C=CC=CC=1.CCN(C(C)C)C(C)C.ClC(Cl)(Cl)C#N, predict the reaction product. The product is: [Cl:17][C:18]1[CH:19]=[C:20]([F:26])[C:21]2[N:22]([C:14]([CH2:13][C:9]3[CH:10]=[C:11]4[C:6](=[CH:7][CH:8]=3)[N:5]=[CH:4][C:3]([O:2][CH3:1])=[CH:12]4)=[N:25][N:24]=2)[CH:23]=1. (8) Given the reactants [CH3:1][O:2][C:3]([C:5]1[C:14]2[C:9](=[CH:10][CH:11]=[CH:12][CH:13]=2)[CH:8]=[CH:7][C:6]=1[NH:15][S:16]([C:19]1[CH:27]=[CH:26][CH:25]=[CH:24][C:20]=1[C:21](O)=[O:22])(=[O:18])=[O:17])=[O:4].CN1CCO[CH2:31][CH2:30]1.CN(C(ON1N=[N:50][C:45]2C=[CH:47][CH:48]=[N:49][C:44]1=2)=[N+](C)C)C.F[P-](F)(F)(F)(F)F.C(N(CCCN)CC)C, predict the reaction product. The product is: [CH2:30]([N:49]([CH2:48][CH3:47])[CH2:44][CH2:45][NH:50][C:21]([C:20]1[CH:24]=[CH:25][CH:26]=[CH:27][C:19]=1[S:16]([NH:15][C:6]1[CH:7]=[CH:8][C:9]2[C:14](=[CH:13][CH:12]=[CH:11][CH:10]=2)[C:5]=1[C:3]([O:2][CH3:1])=[O:4])(=[O:18])=[O:17])=[O:22])[CH3:31]. (9) The product is: [Cl:28][C:17]1[CH:16]=[C:15]([C:12]2[CH:13]=[CH:14][C:9]([OH:8])=[CH:10][CH:11]=2)[N:19]([C:20]2[CH:25]=[CH:24][C:23]([O:26][CH3:27])=[CH:22][CH:21]=2)[N:18]=1. Given the reactants C([O:8][C:9]1[CH:14]=[CH:13][C:12]([C:15]2[N:19]([C:20]3[CH:25]=[CH:24][C:23]([O:26][CH3:27])=[CH:22][CH:21]=3)[N:18]=[C:17]([Cl:28])[CH:16]=2)=[CH:11][CH:10]=1)C1C=CC=CC=1.C1(SC)C=CC=CC=1, predict the reaction product. (10) Given the reactants [CH2:1]([O:8][CH2:9][C@H:10]([NH:28][C:29]([O:31][C:32]([CH3:35])([CH3:34])[CH3:33])=[O:30])[C:11]([NH:13][C@@H:14]([CH2:19][C:20]1[CH:25]=[CH:24][C:23]([O:26][CH3:27])=[CH:22][CH:21]=1)[C:15]([O:17]C)=[O:16])=[O:12])[C:2]1[CH:7]=[CH:6][CH:5]=[CH:4][CH:3]=1.[OH-].[Li+].CO, predict the reaction product. The product is: [CH2:1]([O:8][CH2:9][C@H:10]([NH:28][C:29]([O:31][C:32]([CH3:35])([CH3:34])[CH3:33])=[O:30])[C:11]([NH:13][C@@H:14]([CH2:19][C:20]1[CH:21]=[CH:22][C:23]([O:26][CH3:27])=[CH:24][CH:25]=1)[C:15]([OH:17])=[O:16])=[O:12])[C:2]1[CH:3]=[CH:4][CH:5]=[CH:6][CH:7]=1.